Dataset: Forward reaction prediction with 1.9M reactions from USPTO patents (1976-2016). Task: Predict the product of the given reaction. (1) Given the reactants C1C=CC(P(C2C=CC=CC=2)C2C=CC=CC=2)=CC=1.[N:20]([C:23]([C:26]1[CH:30]=[C:29]([C:31]2[S:32][C:33]([C:36]3[CH:41]=[CH:40][CH:39]=[C:38]([S:42]([CH3:45])(=[O:44])=[O:43])[CH:37]=3)=[CH:34][CH:35]=2)[N:28]([C:46]2[CH:51]=[CH:50][CH:49]=[CH:48][C:47]=2[Cl:52])[N:27]=1)([CH3:25])[CH3:24])=[N+]=[N-], predict the reaction product. The product is: [Cl:52][C:47]1[CH:48]=[CH:49][CH:50]=[CH:51][C:46]=1[N:28]1[C:29]([C:31]2[S:32][C:33]([C:36]3[CH:41]=[CH:40][CH:39]=[C:38]([S:42]([CH3:45])(=[O:43])=[O:44])[CH:37]=3)=[CH:34][CH:35]=2)=[CH:30][C:26]([C:23]([NH2:20])([CH3:24])[CH3:25])=[N:27]1. (2) Given the reactants [NH2:1][C:2]1[CH:3]=[CH:4][CH:5]=[C:6]2[C:10]=1[C:9](=[O:11])[N:8]([C@H:12]([C:18]1[CH:23]=[CH:22][C:21]([O:24][CH3:25])=[C:20]([O:26][CH2:27][CH3:28])[CH:19]=1)[CH2:13][S:14]([CH3:17])(=[O:16])=[O:15])[CH2:7]2.[CH:29]1([C:32](Cl)=[O:33])[CH2:31][CH2:30]1, predict the reaction product. The product is: [CH:29]1([C:32]([NH:1][C:2]2[CH:3]=[CH:4][CH:5]=[C:6]3[C:10]=2[C:9](=[O:11])[N:8]([C@H:12]([C:18]2[CH:23]=[CH:22][C:21]([O:24][CH3:25])=[C:20]([O:26][CH2:27][CH3:28])[CH:19]=2)[CH2:13][S:14]([CH3:17])(=[O:15])=[O:16])[CH2:7]3)=[O:33])[CH2:31][CH2:30]1. (3) Given the reactants C(#N)C.[C:4]([O:8][C:9]([N:11]([CH2:29][C:30]([O:32][C:33]([CH3:36])([CH3:35])[CH3:34])=[O:31])[C:12]1[CH:17]=[CH:16][CH:15]=[C:14]([CH2:18][NH:19][S:20]([C:23]2[CH:28]=[CH:27][CH:26]=[CH:25][N:24]=2)(=[O:22])=[O:21])[N:13]=1)=[O:10])([CH3:7])([CH3:6])[CH3:5].[Br:37][C:38]1[CH:45]=[CH:44][C:41]([CH2:42]Br)=[CH:40][CH:39]=1.C(=O)([O-])[O-].[K+].[K+], predict the reaction product. The product is: [C:33]([O:32][C:30](=[O:31])[CH2:29][N:11]([C:12]1[CH:17]=[CH:16][CH:15]=[C:14]([CH:18]([CH2:42][C:41]2[CH:44]=[CH:45][C:38]([Br:37])=[CH:39][CH:40]=2)[NH:19][S:20]([C:23]2[CH:28]=[CH:27][CH:26]=[CH:25][N:24]=2)(=[O:22])=[O:21])[N:13]=1)[C:9]([O:8][C:4]([CH3:7])([CH3:6])[CH3:5])=[O:10])([CH3:36])([CH3:35])[CH3:34]. (4) Given the reactants [Cl:1][C:2]1[N:3]=[CH:4][CH:5]=[C:6]2[CH:10]=[C:9]([CH3:11])[N:8](S(C3C=CC=CC=3)(=O)=O)[C:7]=12.[OH-].[Na+], predict the reaction product. The product is: [Cl:1][C:2]1[N:3]=[CH:4][CH:5]=[C:6]2[CH:10]=[C:9]([CH3:11])[NH:8][C:7]=12. (5) The product is: [CH3:3][C:2]([NH:12][C:13](=[O:14])[O:15][CH2:16][C:17]1[CH:22]=[CH:21][CH:20]=[CH:19][CH:18]=1)([CH2:4][CH2:5][N:6]1[CH2:7][CH2:8][CH2:9][CH2:10][CH2:11]1)[CH3:1]. Given the reactants [CH3:1][C:2]([NH2:12])([CH2:4][CH2:5][N:6]1[CH2:11][CH2:10][CH2:9][CH2:8][CH2:7]1)[CH3:3].[C:13](ON1C(=O)CCC1=O)([O:15][CH2:16][C:17]1[CH:22]=[CH:21][CH:20]=[CH:19][CH:18]=1)=[O:14], predict the reaction product. (6) Given the reactants C([O:8][C@@H:9]1[C@@H:14]([CH2:15][O:16]CC2C=CC=CC=2)[N:13]2[CH:24]=[C:25]([C:27]#[C:28][CH2:29][CH2:30][CH2:31][CH2:32][CH2:33][CH3:34])[N:26]=[C:12]2[C@H:11]([O:35]CC2C=CC=CC=2)[C@H:10]1[O:43]CC1C=CC=CC=1)C1C=CC=CC=1, predict the reaction product. The product is: [OH:16][CH2:15][C@H:14]1[N:13]2[CH:24]=[C:25]([CH2:27][CH2:28][CH2:29][CH2:30][CH2:31][CH2:32][CH2:33][CH3:34])[N:26]=[C:12]2[C@H:11]([OH:35])[C@@H:10]([OH:43])[C@@H:9]1[OH:8]. (7) Given the reactants [C:1]([O:5][C:6](=[O:30])[C:7]1[CH:12]=[CH:11][C:10]([C:13](=[O:28])/[CH:14]=[C:15](\[C:20]2[CH:25]=[C:24]([Cl:26])[CH:23]=[C:22]([Cl:27])[CH:21]=2)/[C:16]([F:19])([F:18])[F:17])=[CH:9][C:8]=1[CH3:29])([CH3:4])([CH3:3])[CH3:2].[C:31]([O:35][C:36](=[O:52])[CH2:37][N:38]=[C:39]([C:46]1[CH:51]=[CH:50][CH:49]=[CH:48][CH:47]=1)[C:40]1[CH:45]=[CH:44][CH:43]=[CH:42][CH:41]=1)([CH3:34])([CH3:33])[CH3:32].[OH-].[Na+].O, predict the reaction product. The product is: [C:1]([O:5][C:6](=[O:30])[C:7]1[CH:12]=[CH:11][C:10]([C:13](=[O:28])[CH2:14][C:15]([CH:37]([N:38]=[C:39]([C:46]2[CH:47]=[CH:48][CH:49]=[CH:50][CH:51]=2)[C:40]2[CH:41]=[CH:42][CH:43]=[CH:44][CH:45]=2)[C:36]([O:35][C:31]([CH3:34])([CH3:33])[CH3:32])=[O:52])([C:20]2[CH:25]=[C:24]([Cl:26])[CH:23]=[C:22]([Cl:27])[CH:21]=2)[C:16]([F:17])([F:19])[F:18])=[CH:9][C:8]=1[CH3:29])([CH3:4])([CH3:3])[CH3:2]. (8) Given the reactants [C:1]([O:5][C:6]([NH:8][C:9]1[CH:10]=[CH:11][C:12]([C:15]2[N:19]([C:20]3[CH:25]=[N:24][CH:23]=[CH:22][N:21]=3)[N:18]=[C:17]([C:26]([O:28]CC)=[O:27])[CH:16]=2)=[N:13][CH:14]=1)=[O:7])([CH3:4])([CH3:3])[CH3:2].[OH-].[Na+], predict the reaction product. The product is: [C:1]([O:5][C:6]([NH:8][C:9]1[CH:10]=[CH:11][C:12]([C:15]2[N:19]([C:20]3[CH:25]=[N:24][CH:23]=[CH:22][N:21]=3)[N:18]=[C:17]([C:26]([OH:28])=[O:27])[CH:16]=2)=[N:13][CH:14]=1)=[O:7])([CH3:4])([CH3:2])[CH3:3]. (9) Given the reactants OCCN1CCN(CC(NC2C(SC)=NC(C)=CC=2SC)=O)CC1.O[CH2:26][CH2:27][N:28]1[CH2:33][CH2:32][N:31]([CH2:34][C:35]([NH:37][C:38]2[C:39]([N:51]3[CH2:56][CH2:55][O:54][CH2:53][CH2:52]3)=[N:40][C:41]([CH3:50])=[CH:42][C:43]=2[N:44]2[CH2:49][CH2:48][O:47][CH2:46][CH2:45]2)=[O:36])[CH2:30][CH2:29]1.SC1NC2C=CC=CC=2N=1.[SH:67][C:68]1[O:69][C:70]2[C:71]([N:76]=1)=[N:72][CH:73]=[CH:74][CH:75]=2, predict the reaction product. The product is: [O:69]1[C:70]2[C:71](=[N:72][CH:73]=[CH:74][CH:75]=2)[N:76]=[C:68]1[S:67][CH2:26][CH2:27][N:28]1[CH2:29][CH2:30][N:31]([CH2:34][C:35]([NH:37][C:38]2[C:39]([N:51]3[CH2:56][CH2:55][O:54][CH2:53][CH2:52]3)=[N:40][C:41]([CH3:50])=[CH:42][C:43]=2[N:44]2[CH2:45][CH2:46][O:47][CH2:48][CH2:49]2)=[O:36])[CH2:32][CH2:33]1.